This data is from Forward reaction prediction with 1.9M reactions from USPTO patents (1976-2016). The task is: Predict the product of the given reaction. (1) Given the reactants FC(F)(F)C([O-])=O.[Cl:8][C:9]1[C:17]2[C:12](=[CH:13][CH:14]=[C:15]([CH:18]([C:24]3[CH:29]=[CH:28][CH:27]=C[CH:25]=3)[CH2:19][C:20]([NH:22][CH3:23])=O)[CH:16]=2)[NH:11][N:10]=1.[NH:30]1C2C(=CC=CC=2C(C2C=CC=CC=2)CCNC)C=C1, predict the reaction product. The product is: [Cl:8][C:9]1[C:17]2[C:12](=[CH:13][CH:14]=[C:15]([CH:18]([C:24]3[CH:25]=[N:30][CH:27]=[CH:28][CH:29]=3)[CH2:19][CH2:20][NH:22][CH3:23])[CH:16]=2)[NH:11][N:10]=1. (2) Given the reactants N#N.[CH3:3][C:4]1([C:9]2[S:13][C:12]([CH2:14][C:15]([NH2:17])=[S:16])=[CH:11][CH:10]=2)[O:8]CCO1.C([CH:20](Br)[C:21](=O)[C:22]([O-:24])=[O:23])C.[CH2:27](O)[CH3:28], predict the reaction product. The product is: [CH2:27]([O:24][C:22]([C:21]1[N:17]=[C:15]([CH2:14][C:12]2[S:13][C:9]([C:4](=[O:8])[CH3:3])=[CH:10][CH:11]=2)[S:16][CH:20]=1)=[O:23])[CH3:28].